Dataset: Full USPTO retrosynthesis dataset with 1.9M reactions from patents (1976-2016). Task: Predict the reactants needed to synthesize the given product. The reactants are: [NH2:1][C:2]1[CH:7]=[C:6]([C:8]#[N:9])[CH:5]=[CH:4][C:3]=1[S:10]([NH2:13])(=[O:12])=[O:11].[Cl:14][C:15]1[CH:20]=[CH:19][C:18]([CH:21]=[CH:22][S:23](Cl)(=[O:25])=[O:24])=[C:17]([O:27][CH3:28])[CH:16]=1. Given the product [Cl:14][C:15]1[CH:20]=[CH:19][C:18](/[CH:21]=[CH:22]/[S:23]([NH:1][C:2]2[CH:7]=[C:6]([C:8]#[N:9])[CH:5]=[CH:4][C:3]=2[S:10]([NH2:13])(=[O:11])=[O:12])(=[O:24])=[O:25])=[C:17]([O:27][CH3:28])[CH:16]=1, predict the reactants needed to synthesize it.